Dataset: Forward reaction prediction with 1.9M reactions from USPTO patents (1976-2016). Task: Predict the product of the given reaction. (1) Given the reactants [CH3:1][C:2]1[CH:3]=[C:4]([NH2:21])[C:5]([NH:8][CH2:9][C:10]2[CH:20]=[CH:19][C:13]3[N:14]=[C:15]([S:17][CH3:18])[S:16][C:12]=3[CH:11]=2)=[CH:6][CH:7]=1.[CH:22](OCC)(OCC)OCC, predict the reaction product. The product is: [CH3:1][C:2]1[CH:7]=[CH:6][C:5]2[N:8]([CH2:9][C:10]3[CH:20]=[CH:19][C:13]4[N:14]=[C:15]([S:17][CH3:18])[S:16][C:12]=4[CH:11]=3)[CH:22]=[N:21][C:4]=2[CH:3]=1. (2) Given the reactants [I-].[CH3:2][P+](C1C=CC=CC=1)(C1C=CC=CC=1)C1C=CC=CC=1.CS(C)=O.[F:26][C:27]1[CH:32]=[C:31]([F:33])[CH:30]=[CH:29][C:28]=1[C:34](=O)[CH2:35][CH2:36][C:37]([OH:39])=[O:38].CC(C)([O-])C.[Na+], predict the reaction product. The product is: [F:26][C:27]1[CH:32]=[C:31]([F:33])[CH:30]=[CH:29][C:28]=1[C:34](=[CH2:2])[CH2:35][CH2:36][C:37]([OH:39])=[O:38]. (3) Given the reactants [CH3:1][C:2]1[CH:3]=[C:4]([CH:8]=[C:9]([CH3:14])[C:10]=1[N+:11]([O-:13])=[O:12])[C:5](O)=[O:6].B#B.O, predict the reaction product. The product is: [CH3:14][C:9]1[CH:8]=[C:4]([CH2:5][OH:6])[CH:3]=[C:2]([CH3:1])[C:10]=1[N+:11]([O-:13])=[O:12]. (4) Given the reactants [Cl:1][C:2]1[CH:3]=[N+:4]([O-:27])[CH:5]=[C:6]([Cl:26])[C:7]=1[CH2:8][C@@H:9]([C:11]1[CH:16]=[CH:15][C:14]([O:17][CH:18]([F:20])[F:19])=[C:13]([O:21][CH2:22][CH:23]2[CH2:25][CH2:24]2)[CH:12]=1)[OH:10].[CH3:28][O:29][C:30]1[CH:31]=[C:32]([NH:38][C:39](=[O:44])[CH2:40][C:41](O)=[O:42])[CH:33]=[CH:34][C:35]=1[O:36][CH3:37].C(Cl)CCl, predict the reaction product. The product is: [Cl:1][C:2]1[CH:3]=[N+:4]([O-:27])[CH:5]=[C:6]([Cl:26])[C:7]=1[CH2:8][C@@H:9]([C:11]1[CH:16]=[CH:15][C:14]([O:17][CH:18]([F:20])[F:19])=[C:13]([O:21][CH2:22][CH:23]2[CH2:25][CH2:24]2)[CH:12]=1)[O:10][C:41](=[O:42])[CH2:40][C:39]([NH:38][C:32]1[CH:33]=[CH:34][C:35]([O:36][CH3:37])=[C:30]([O:29][CH3:28])[CH:31]=1)=[O:44]. (5) Given the reactants [N+:1]([C:4]1[CH:5]=[N:6][N:7]([CH:9]2[CH2:12][O:11][CH2:10]2)[CH:8]=1)([O-])=O, predict the reaction product. The product is: [O:11]1[CH2:12][CH:9]([N:7]2[CH:8]=[C:4]([NH2:1])[CH:5]=[N:6]2)[CH2:10]1.